This data is from Peptide-MHC class I binding affinity with 185,985 pairs from IEDB/IMGT. The task is: Regression. Given a peptide amino acid sequence and an MHC pseudo amino acid sequence, predict their binding affinity value. This is MHC class I binding data. (1) The peptide sequence is LFGAIAGFI. The MHC is HLA-A26:01 with pseudo-sequence HLA-A26:01. The binding affinity (normalized) is 0. (2) The peptide sequence is TSNPKTPKY. The MHC is HLA-B08:01 with pseudo-sequence HLA-B08:01. The binding affinity (normalized) is 0.0847. (3) The peptide sequence is EGAGIDDPV. The MHC is HLA-A02:19 with pseudo-sequence HLA-A02:19. The binding affinity (normalized) is 0.0847. (4) The peptide sequence is GQFDSMLAK. The MHC is HLA-B27:05 with pseudo-sequence HLA-B27:05. The binding affinity (normalized) is 0.677. (5) The peptide sequence is YMNHCNTSVI. The MHC is Mamu-B01 with pseudo-sequence Mamu-B01. The binding affinity (normalized) is 0.314. (6) The peptide sequence is AYSYKAFIKY. The binding affinity (normalized) is 0.537. The MHC is Mamu-A02 with pseudo-sequence Mamu-A02. (7) The peptide sequence is CASSSDWFY. The MHC is HLA-A01:01 with pseudo-sequence HLA-A01:01. The binding affinity (normalized) is 0.909. (8) The peptide sequence is HVTGRWNWW. The MHC is HLA-B18:01 with pseudo-sequence HLA-B18:01. The binding affinity (normalized) is 0.0847. (9) The MHC is HLA-B15:01 with pseudo-sequence HLA-B15:01. The binding affinity (normalized) is 0.0847. The peptide sequence is APRELLQYI. (10) The peptide sequence is DLADQLIHL. The MHC is HLA-A02:06 with pseudo-sequence HLA-A02:06. The binding affinity (normalized) is 0.623.